This data is from Reaction yield outcomes from USPTO patents with 853,638 reactions. The task is: Predict the reaction yield, written as a fraction of the theoretical maximum amount of product (1.0 means a 100% yield; for example, 0.34 means a 34% yield). (1) The reactants are [F:1][C:2]1[N:7]=[C:6]([O:8][C:9]2[CH:14]=[CH:13][C:12]([C:15]#[C:16][CH2:17]O)=[CH:11][C:10]=2[O:19][CH3:20])[CH:5]=[CH:4][CH:3]=1.C(N(CC)CC)C.CS([Cl:32])(=O)=O.[NH4+].[Cl-]. The catalyst is ClCCl. The product is [Cl:32][CH2:17][CH2:16][CH2:15][C:12]1[CH:13]=[CH:14][C:9]([O:8][C:6]2[CH:5]=[CH:4][CH:3]=[C:2]([F:1])[N:7]=2)=[C:10]([O:19][CH3:20])[CH:11]=1. The yield is 0.470. (2) The reactants are C([O-])([O-])=O.[K+].[K+].[I:7][C:8]1[CH:9]=[C:10]([OH:18])[C:11](=[CH:16][CH:17]=1)[C:12]([O:14][CH3:15])=[O:13].[CH2:19](Br)[C:20]1[CH:25]=[CH:24][CH:23]=[CH:22][CH:21]=1. The catalyst is CC#N. The product is [CH2:19]([O:18][C:10]1[CH:9]=[C:8]([I:7])[CH:17]=[CH:16][C:11]=1[C:12]([O:14][CH3:15])=[O:13])[C:20]1[CH:25]=[CH:24][CH:23]=[CH:22][CH:21]=1. The yield is 0.990.